This data is from Forward reaction prediction with 1.9M reactions from USPTO patents (1976-2016). The task is: Predict the product of the given reaction. (1) The product is: [CH2:1]([O:8][C:9]([N:11]1[CH2:16][CH:15]([O:17][Si:18]([CH:19]([CH3:20])[CH3:21])([CH:25]([CH3:27])[CH3:26])[CH:22]([CH3:24])[CH3:23])[CH:14]([C:28]2[CH:29]=[CH:30][C:31]([CH:34]([O:38][C:65](=[O:66])[CH2:64][O:63][CH3:62])[CH:35]([CH3:37])[CH3:36])=[CH:32][CH:33]=2)[CH:13]([O:39][CH2:40][C:41]2[CH:42]=[CH:43][C:44]3[O:49][CH2:48][CH2:47][N:46]([CH2:50][CH2:51][CH2:52][O:53][CH3:54])[C:45]=3[CH:55]=2)[CH2:12]1)=[O:10])[C:2]1[CH:7]=[CH:6][CH:5]=[CH:4][CH:3]=1. Given the reactants [CH2:1]([O:8][C:9]([N:11]1[CH2:16][CH:15]([O:17][Si:18]([CH:25]([CH3:27])[CH3:26])([CH:22]([CH3:24])[CH3:23])[CH:19]([CH3:21])[CH3:20])[CH:14]([C:28]2[CH:33]=[CH:32][C:31]([CH:34]([OH:38])[CH:35]([CH3:37])[CH3:36])=[CH:30][CH:29]=2)[CH:13]([O:39][CH2:40][C:41]2[CH:42]=[CH:43][C:44]3[O:49][CH2:48][CH2:47][N:46]([CH2:50][CH2:51][CH2:52][O:53][CH3:54])[C:45]=3[CH:55]=2)[CH2:12]1)=[O:10])[C:2]1[CH:7]=[CH:6][CH:5]=[CH:4][CH:3]=1.N1C=CC=CC=1.[CH3:62][O:63][CH2:64][C:65](Cl)=[O:66], predict the reaction product. (2) Given the reactants [NH2:1][CH2:2][CH2:3][CH2:4][O:5][CH2:6][CH2:7][O:8][CH2:9][CH2:10][O:11][CH2:12][CH2:13][O:14][CH2:15][CH2:16][O:17][CH2:18][CH2:19][CH2:20][NH:21][C:22]1[CH:30]=[C:29]([N:31]2[C:39]3[CH2:38][C:37]([CH3:41])([CH3:40])[CH2:36][C:35](=[O:42])[C:34]=3[C:33]([CH3:43])=[N:32]2)[CH:28]=[CH:27][C:23]=1[C:24]([NH2:26])=[O:25].Cl[C:45]1[C:50]2[N:51]=NOC=2[C:48]([N+:54]([O-:56])=[O:55])=[CH:47][CH:46]=1.CCN(C(C)C)C(C)C.C[N:67]([CH:69]=O)C.C(Cl)Cl.C[OH:75], predict the reaction product. The product is: [N+:54]([C:48]1[C:69]2=[N:67][O:75][N:51]=[C:50]2[C:45]([NH:1][CH2:2][CH2:3][CH2:4][O:5][CH2:6][CH2:7][O:8][CH2:9][CH2:10][O:11][CH2:12][CH2:13][O:14][CH2:15][CH2:16][O:17][CH2:18][CH2:19][CH2:20][NH:21][C:22]2[CH:30]=[C:29]([N:31]3[C:39]4[CH2:38][C:37]([CH3:40])([CH3:41])[CH2:36][C:35](=[O:42])[C:34]=4[C:33]([CH3:43])=[N:32]3)[CH:28]=[CH:27][C:23]=2[C:24]([NH2:26])=[O:25])=[CH:46][CH:47]=1)([O-:56])=[O:55]. (3) Given the reactants [NH:1]1[C:9]2[C:4](=[CH:5][CH:6]=[CH:7][CH:8]=2)[C:3]([CH2:10][CH2:11][NH:12][C:13]2[N:21]=[C:20]([C:22]3[CH:23]=[N:24][CH:25]=[C:26]([F:28])[CH:27]=3)[N:19]=[C:18]3[C:14]=2[N:15]=[CH:16][N:17]3[C@H:29]([CH3:39])[CH2:30][O:31]CC2C=CC=CC=2)=[CH:2]1.B(Cl)(Cl)Cl.[OH-].[Na+], predict the reaction product. The product is: [NH:1]1[C:9]2[C:4](=[CH:5][CH:6]=[CH:7][CH:8]=2)[C:3]([CH2:10][CH2:11][NH:12][C:13]2[N:21]=[C:20]([C:22]3[CH:23]=[N:24][CH:25]=[C:26]([F:28])[CH:27]=3)[N:19]=[C:18]3[C:14]=2[N:15]=[CH:16][N:17]3[C@H:29]([CH3:39])[CH2:30][OH:31])=[CH:2]1. (4) Given the reactants C(OC([N:8]1[CH2:17][CH2:16][C:15]2[NH:14][N:13]=[C:12]([C:18]3[CH:23]=[CH:22][C:21]([Cl:24])=[CH:20][CH:19]=3)[C:11]=2[CH2:10][CH2:9]1)=O)(C)(C)C.Br[CH:26]1[CH2:31][CH2:30][CH:29]([CH3:32])[CH2:28][CH2:27]1.C(OC(N1CCC2NN(C3CCC(C)CC3)C(C3C=CC(Cl)=CC=3)C=2CC1)=O)(C)(C)C, predict the reaction product. The product is: [Cl:24][C:21]1[CH:20]=[CH:19][C:18]([C:12]2[C:11]3[CH2:10][CH2:9][NH:8][CH2:17][CH2:16][C:15]=3[N:14]([CH:26]3[CH2:31][CH2:30][CH:29]([CH3:32])[CH2:28][CH2:27]3)[N:13]=2)=[CH:23][CH:22]=1. (5) Given the reactants C[O:2][C:3]1[CH:12]=[C:11]2[C:6]([CH2:7][C:8]([CH3:15])([CH3:14])[CH2:9][C:10]2=[O:13])=[CH:5][CH:4]=1.B(Br)(Br)Br, predict the reaction product. The product is: [OH:2][C:3]1[CH:12]=[C:11]2[C:6]([CH2:7][C:8]([CH3:15])([CH3:14])[CH2:9][C:10]2=[O:13])=[CH:5][CH:4]=1. (6) Given the reactants [CH2:1]([N:8]([CH2:30][CH2:31][O:32][Si](C(C)(C)C)(C)C)[C:9]1[N:14]=[C:13]2[NH:15][CH:16]=[C:17]([C:18]3[NH:22][N:21]=[CH:20][C:19]=3[C:23]3[CH:28]=[CH:27][CH:26]=[C:25]([Cl:29])[CH:24]=3)[C:12]2=[CH:11][CH:10]=1)[C:2]1[CH:7]=[CH:6][CH:5]=[CH:4][CH:3]=1.[ClH:40].O1CCOCC1, predict the reaction product. The product is: [ClH:29].[ClH:40].[CH2:1]([N:8]([C:9]1[N:14]=[C:13]2[NH:15][CH:16]=[C:17]([C:18]3[NH:22][N:21]=[CH:20][C:19]=3[C:23]3[CH:28]=[CH:27][CH:26]=[C:25]([Cl:29])[CH:24]=3)[C:12]2=[CH:11][CH:10]=1)[CH2:30][CH2:31][OH:32])[C:2]1[CH:7]=[CH:6][CH:5]=[CH:4][CH:3]=1.